Dataset: NCI-60 drug combinations with 297,098 pairs across 59 cell lines. Task: Regression. Given two drug SMILES strings and cell line genomic features, predict the synergy score measuring deviation from expected non-interaction effect. (1) Drug 1: COC1=CC(=CC(=C1O)OC)C2C3C(COC3=O)C(C4=CC5=C(C=C24)OCO5)OC6C(C(C7C(O6)COC(O7)C8=CC=CS8)O)O. Drug 2: CC1CCCC2(C(O2)CC(NC(=O)CC(C(C(=O)C(C1O)C)(C)C)O)C(=CC3=CSC(=N3)C)C)C. Cell line: SNB-19. Synergy scores: CSS=45.8, Synergy_ZIP=4.51, Synergy_Bliss=5.90, Synergy_Loewe=5.73, Synergy_HSA=5.84. (2) Drug 1: C1CC(C1)(C(=O)O)C(=O)O.[NH2-].[NH2-].[Pt+2]. Drug 2: C1CN(P(=O)(OC1)NCCCl)CCCl. Cell line: M14. Synergy scores: CSS=-4.86, Synergy_ZIP=0.768, Synergy_Bliss=1.32, Synergy_Loewe=-8.85, Synergy_HSA=-4.03. (3) Drug 1: CC1CCC2CC(C(=CC=CC=CC(CC(C(=O)C(C(C(=CC(C(=O)CC(OC(=O)C3CCCCN3C(=O)C(=O)C1(O2)O)C(C)CC4CCC(C(C4)OC)OCCO)C)C)O)OC)C)C)C)OC. Drug 2: COCCOC1=C(C=C2C(=C1)C(=NC=N2)NC3=CC=CC(=C3)C#C)OCCOC.Cl. Cell line: HL-60(TB). Synergy scores: CSS=9.05, Synergy_ZIP=4.47, Synergy_Bliss=-0.0461, Synergy_Loewe=5.15, Synergy_HSA=2.06. (4) Drug 2: CN1C2=C(C=C(C=C2)N(CCCl)CCCl)N=C1CCCC(=O)O.Cl. Synergy scores: CSS=14.0, Synergy_ZIP=-6.36, Synergy_Bliss=-6.79, Synergy_Loewe=-12.7, Synergy_HSA=-6.95. Cell line: A498. Drug 1: C1=CC(=CC=C1CCCC(=O)O)N(CCCl)CCCl. (5) Drug 1: C1=NC2=C(N=C(N=C2N1C3C(C(C(O3)CO)O)O)F)N. Drug 2: CC1=C(N=C(N=C1N)C(CC(=O)N)NCC(C(=O)N)N)C(=O)NC(C(C2=CN=CN2)OC3C(C(C(C(O3)CO)O)O)OC4C(C(C(C(O4)CO)O)OC(=O)N)O)C(=O)NC(C)C(C(C)C(=O)NC(C(C)O)C(=O)NCCC5=NC(=CS5)C6=NC(=CS6)C(=O)NCCC[S+](C)C)O. Cell line: NCI-H522. Synergy scores: CSS=34.3, Synergy_ZIP=-7.46, Synergy_Bliss=-2.35, Synergy_Loewe=1.47, Synergy_HSA=2.07. (6) Drug 1: C1CN1C2=NC(=NC(=N2)N3CC3)N4CC4. Drug 2: CCC1=CC2CC(C3=C(CN(C2)C1)C4=CC=CC=C4N3)(C5=C(C=C6C(=C5)C78CCN9C7C(C=CC9)(C(C(C8N6C)(C(=O)OC)O)OC(=O)C)CC)OC)C(=O)OC.C(C(C(=O)O)O)(C(=O)O)O. Cell line: UO-31. Synergy scores: CSS=29.1, Synergy_ZIP=-13.2, Synergy_Bliss=-9.18, Synergy_Loewe=-5.13, Synergy_HSA=-5.50.